Dataset: Full USPTO retrosynthesis dataset with 1.9M reactions from patents (1976-2016). Task: Predict the reactants needed to synthesize the given product. (1) Given the product [CH2:1]([O:8][C:9]1[C:14]([CH2:15][OH:16])=[CH:13][N:12]=[C:11]([S:20][CH3:21])[N:10]=1)[C:2]1[CH:3]=[CH:4][CH:5]=[CH:6][CH:7]=1, predict the reactants needed to synthesize it. The reactants are: [CH2:1]([O:8][C:9]1[C:14]([C:15](OCC)=[O:16])=[CH:13][N:12]=[C:11]([S:20][CH3:21])[N:10]=1)[C:2]1[CH:7]=[CH:6][CH:5]=[CH:4][CH:3]=1.[H-].[Al+3].[Li+].[H-].[H-].[H-].C(=O)([O-])O.[Na+].C(OCC)(=O)C. (2) The reactants are: [CH3:1][O:2][C:3]1[CH:4]=[C:5]2[C:9](=[CH:10][C:11]=1[Cl:12])[NH:8][C:7]([C:13]([O:15][CH2:16][CH3:17])=[O:14])=[CH:6]2.[F:18][C:19]([F:30])([F:29])[C:20]1[CH:21]=[C:22]([CH:25]=[CH:26][C:27]=1[Cl:28])[CH2:23]Br. Given the product [F:29][C:19]([F:18])([F:30])[C:20]1[CH:21]=[C:22]([CH:25]=[CH:26][C:27]=1[Cl:28])[CH2:23][N:8]1[C:9]2[C:5](=[CH:4][C:3]([O:2][CH3:1])=[C:11]([Cl:12])[CH:10]=2)[CH:6]=[C:7]1[C:13]([O:15][CH2:16][CH3:17])=[O:14], predict the reactants needed to synthesize it. (3) Given the product [Br:1][C:2]1[CH:7]=[CH:6][CH:5]=[CH:4][C:3]=1[C:8]1[NH:35][C:26](=[O:25])[CH2:27][CH2:28][C:9]=1[C:10]1[CH:11]=[CH:12][C:13](=[O:19])[N:14]([CH:16]([CH3:18])[CH3:17])[N:15]=1, predict the reactants needed to synthesize it. The reactants are: [Br:1][C:2]1[CH:7]=[CH:6][CH:5]=[CH:4][C:3]=1[C:8](=O)[CH2:9][C:10]1[CH:11]=[CH:12][C:13](=[O:19])[N:14]([CH:16]([CH3:18])[CH3:17])[N:15]=1.[H-].[Na+].C([O:25][C:26](=O)[CH2:27][CH2:28]Br)C.C([O-])(=O)C.[NH4+:35]. (4) Given the product [Br:6][C:7]1[C:8]([O:2][CH3:1])=[N:9][CH:10]=[C:11]([N+:13]([O-:15])=[O:14])[CH:12]=1, predict the reactants needed to synthesize it. The reactants are: [CH3:1][O-:2].[Na+].CO.[Br:6][C:7]1[C:8](Cl)=[N:9][CH:10]=[C:11]([N+:13]([O-:15])=[O:14])[CH:12]=1. (5) Given the product [CH3:1][N:2]([CH3:20])[CH:3]1[CH2:7][CH2:6][N:5]([C:8]2[O:9][C:10]3[CH:16]=[CH:15][C:14]([NH2:17])=[CH:13][C:11]=3[N:12]=2)[CH2:4]1, predict the reactants needed to synthesize it. The reactants are: [CH3:1][N:2]([CH3:20])[CH:3]1[CH2:7][CH2:6][N:5]([C:8]2[O:9][C:10]3[CH:16]=[CH:15][C:14]([N+:17]([O-])=O)=[CH:13][C:11]=3[N:12]=2)[CH2:4]1. (6) Given the product [CH2:33]([N:21]1[CH:22]=[C:23]([C:25]2[CH:30]=[CH:29][C:28]([Cl:1])=[CH:27][C:26]=2[Cl:32])[N:24]=[C:20]1[C@@H:19]([NH:37][C:45](=[O:46])[C:44]1[CH:48]=[CH:49][C:41]([O:40][CH3:39])=[CH:42][CH:43]=1)[CH2:18][C:15]1[CH:14]=[CH:13][C:12]([O:11][C:8]2[CH:9]=[CH:10][C:5]([C:4]([OH:3])=[O:38])=[CH:6][CH:7]=2)=[CH:17][CH:16]=1)[CH2:34][CH2:35][CH3:36], predict the reactants needed to synthesize it. The reactants are: [ClH:1].C[O:3][C:4](=[O:38])[C:5]1[CH:10]=[CH:9][C:8]([O:11][C:12]2[CH:17]=[CH:16][C:15]([CH2:18][C@H:19]([NH2:37])[C:20]3[N:21]([CH2:33][CH2:34][CH2:35][CH3:36])[CH:22]=[C:23]([C:25]4[CH:30]=[CH:29][C:28](Cl)=[CH:27][C:26]=4[Cl:32])[N:24]=3)=[CH:14][CH:13]=2)=[CH:7][CH:6]=1.[CH3:39][O:40][C:41]1[CH:49]=[CH:48][C:44]([C:45](O)=[O:46])=[CH:43][CH:42]=1. (7) Given the product [N:1]1([C:6]2[CH:7]=[CH:8][C:9]([C:12]3[C:16]4[CH2:17][C:18]5[S:19][CH:20]=[CH:21][C:22]=5[C:15]=4[NH:14][N:13]=3)=[CH:10][CH:11]=2)[CH2:5][CH2:4][CH2:3][CH2:2]1, predict the reactants needed to synthesize it. The reactants are: [N:1]1([C:6]2[CH:11]=[CH:10][C:9]([C:12]3[C:16]4[CH2:17][C:18]5[S:19][CH:20]=[CH:21][C:22]=5[C:15]=4[N:14](COCC[Si](C)(C)C)[N:13]=3)=[CH:8][CH:7]=2)[CH2:5][CH2:4][CH2:3][CH2:2]1.Cl. (8) Given the product [Si:15]([O:22][CH2:23][CH2:24][CH2:25][CH2:26][CH2:27][CH2:28][CH2:7][C:3]1[CH:2]=[N:1][CH:6]=[CH:5][CH:4]=1)([C:18]([CH3:19])([CH3:20])[CH3:21])([CH3:17])[CH3:16], predict the reactants needed to synthesize it. The reactants are: [N:1]1[CH:6]=[CH:5][CH:4]=[C:3]([CH3:7])[CH:2]=1.C(NC(C)C)(C)C.[Si:15]([O:22][CH2:23][CH2:24][CH2:25][CH2:26][CH2:27][CH2:28]Br)([C:18]([CH3:21])([CH3:20])[CH3:19])([CH3:17])[CH3:16].C([Li])CCC. (9) Given the product [Cl:57][C:58]1[CH:59]=[C:60]([NH:61][C:20]([C:17]2[CH:16]=[C:15]([C:12]3[CH:11]=[CH:10][C:9]([O:8][CH2:7][C@H:5]4[CH2:4][O:3][C:2]([CH3:1])([CH3:23])[O:6]4)=[CH:14][CH:13]=3)[O:19][N:18]=2)=[O:22])[CH:62]=[CH:63][C:64]=1[O:65][CH:66]([CH3:67])[CH3:68], predict the reactants needed to synthesize it. The reactants are: [CH3:1][C:2]1([CH3:23])[O:6][CH:5]([CH2:7][O:8][C:9]2[CH:14]=[CH:13][C:12]([C:15]3[O:19][N:18]=[C:17]([C:20]([OH:22])=O)[CH:16]=3)=[CH:11][CH:10]=2)[CH2:4][O:3]1.CCN(C(C)C)C(C)C.CN(C(ON1N=NC2C=CC=NC1=2)=[N+](C)C)C.F[P-](F)(F)(F)(F)F.[Cl:57][C:58]1[CH:59]=[C:60]([CH:62]=[CH:63][C:64]=1[O:65][CH:66]([CH3:68])[CH3:67])[NH2:61]. (10) The reactants are: [CH2:1]([NH:3][C:4]([CH2:6][CH:7]([NH:9][C:10]([C:12]1[C:20]2[C:15](=[N:16][CH:17]=[C:18]([CH:21]3[CH2:23][CH2:22]3)[N:19]=2)[N:14](COCC[Si](C)(C)C)[CH:13]=1)=[O:11])[CH3:8])=[O:5])[CH3:2].FC(F)(F)C(O)=O. Given the product [CH2:1]([NH:3][C:4]([CH2:6][CH:7]([NH:9][C:10]([C:12]1[C:20]2[C:15](=[N:16][CH:17]=[C:18]([CH:21]3[CH2:22][CH2:23]3)[N:19]=2)[NH:14][CH:13]=1)=[O:11])[CH3:8])=[O:5])[CH3:2], predict the reactants needed to synthesize it.